This data is from Forward reaction prediction with 1.9M reactions from USPTO patents (1976-2016). The task is: Predict the product of the given reaction. Given the reactants C(N(CC)CC)C.Br[C:9]1[CH:10]=[N:11][CH:12]=[C:13]([Br:15])[CH:14]=1.[Cl:16][C:17]1[CH:22]=[CH:21][CH:20]=[C:19]([C:23]#[CH:24])[CH:18]=1, predict the reaction product. The product is: [Br:15][C:13]1[CH:12]=[N:11][CH:10]=[C:9]([C:24]#[C:23][C:19]2[CH:20]=[CH:21][CH:22]=[C:17]([Cl:16])[CH:18]=2)[CH:14]=1.